Dataset: Full USPTO retrosynthesis dataset with 1.9M reactions from patents (1976-2016). Task: Predict the reactants needed to synthesize the given product. (1) Given the product [NH2:16][C:8]1[CH:9]=[CH:10][C:11]2[NH:12][C:13]3[C:4](=[CH:3][C:2]([NH2:1])=[CH:15][CH:14]=3)[C:5](=[O:19])[C:6]=2[CH:7]=1, predict the reactants needed to synthesize it. The reactants are: [NH2:1][C:2]1[CH:15]=[CH:14][C:13]2[NH:12][C:11]3[C:6](=[CH:7][C:8]([N+:16]([O-])=O)=[CH:9][CH:10]=3)[C:5](=[O:19])[C:4]=2[CH:3]=1.O.O.O.O.O.O.O.O.O.[S-2].[Na+].[Na+].[OH-].[Na+].C(=O)(O)[O-].[Na+]. (2) Given the product [NH2:1][C:2]1[CH:9]=[C:8]([NH:15][CH2:14][CH:13]([O:12][CH3:11])[CH3:16])[C:5]([C:6]#[N:7])=[CH:4][N:3]=1, predict the reactants needed to synthesize it. The reactants are: [NH2:1][C:2]1[CH:9]=[C:8](F)[C:5]([C:6]#[N:7])=[CH:4][N:3]=1.[CH3:11][O:12][CH:13]([CH3:16])[CH2:14][NH2:15]. (3) Given the product [Cl:1][C:2]1[S:6][C:5]([S:7]([NH:10][C:20]([C:19]2[CH:18]=[CH:17][C:16]([N+:13]([O-:15])=[O:14])=[CH:24][CH:23]=2)=[O:21])(=[O:9])=[O:8])=[CH:4][CH:3]=1, predict the reactants needed to synthesize it. The reactants are: [Cl:1][C:2]1[S:6][C:5]([S:7]([NH2:10])(=[O:9])=[O:8])=[CH:4][CH:3]=1.[OH-].[Na+].[N+:13]([C:16]1[CH:24]=[CH:23][C:19]([C:20](Cl)=[O:21])=[CH:18][CH:17]=1)([O-:15])=[O:14].Cl. (4) Given the product [C:1]1([S:7]([N:10]2[C:18]3[C:13](=[N:14][CH:15]=[C:16]([C:19]4[C:20]([CH3:25])=[N:21][O:22][C:23]=4[CH3:24])[CH:17]=3)[C:12](/[CH:29]=[CH:28]/[C:27]([O:31][CH2:32][C:33]3[CH:38]=[CH:37][CH:36]=[CH:35][CH:34]=3)=[O:30])=[CH:11]2)(=[O:9])=[O:8])[CH:6]=[CH:5][CH:4]=[CH:3][CH:2]=1, predict the reactants needed to synthesize it. The reactants are: [C:1]1([S:7]([N:10]2[C:18]3[C:13](=[N:14][CH:15]=[C:16]([C:19]4[C:20]([CH3:25])=[N:21][O:22][C:23]=4[CH3:24])[CH:17]=3)[C:12](I)=[CH:11]2)(=[O:9])=[O:8])[CH:6]=[CH:5][CH:4]=[CH:3][CH:2]=1.[C:27]([O:31][CH2:32][C:33]1[CH:38]=[CH:37][CH:36]=[CH:35][CH:34]=1)(=[O:30])[CH:28]=[CH2:29].O.